Dataset: Reaction yield outcomes from USPTO patents with 853,638 reactions. Task: Predict the reaction yield, written as a fraction of the theoretical maximum amount of product (1.0 means a 100% yield; for example, 0.34 means a 34% yield). The reactants are [Cl:1][C:2]1[CH:3]=[C:4]([CH:24]([CH2:30][CH:31]([CH3:33])[CH3:32])[C:25]([O:27]CC)=[O:26])[CH:5]=[C:6]([C:14]2[CH:19]=[CH:18][C:17]([C:20]([F:23])([F:22])[F:21])=[CH:16][CH:15]=2)[C:7]=1[O:8][CH2:9][C:10]([F:13])([F:12])[F:11].O.[OH-].[Li+]. The catalyst is CO.C1COCC1.O. The product is [Cl:1][C:2]1[CH:3]=[C:4]([CH:24]([CH2:30][CH:31]([CH3:33])[CH3:32])[C:25]([OH:27])=[O:26])[CH:5]=[C:6]([C:14]2[CH:15]=[CH:16][C:17]([C:20]([F:21])([F:22])[F:23])=[CH:18][CH:19]=2)[C:7]=1[O:8][CH2:9][C:10]([F:12])([F:13])[F:11]. The yield is 0.720.